This data is from Forward reaction prediction with 1.9M reactions from USPTO patents (1976-2016). The task is: Predict the product of the given reaction. (1) Given the reactants [OH:1][C:2]([CH3:35])([CH3:34])[CH2:3][C@@:4]1([C:28]2[CH:33]=[CH:32][CH:31]=[CH:30][CH:29]=2)[O:9][C:8](=[O:10])[N:7]([C@H:11]([C:13]2[CH:18]=[CH:17][C:16](B3OC(C)(C)C(C)(C)O3)=[CH:15][CH:14]=2)[CH3:12])[CH2:6][CH2:5]1.Br[C:37]1[CH:38]=[CH:39][C:40]([C:43]2([C:47]([NH2:49])=[O:48])[CH2:46][CH2:45][CH2:44]2)=[N:41][CH:42]=1, predict the reaction product. The product is: [OH:1][C:2]([CH3:34])([CH3:35])[CH2:3][C@@:4]1([C:28]2[CH:29]=[CH:30][CH:31]=[CH:32][CH:33]=2)[O:9][C:8](=[O:10])[N:7]([C@H:11]([C:13]2[CH:14]=[CH:15][C:16]([C:37]3[CH:38]=[CH:39][C:40]([C:43]4([C:47]([NH2:49])=[O:48])[CH2:44][CH2:45][CH2:46]4)=[N:41][CH:42]=3)=[CH:17][CH:18]=2)[CH3:12])[CH2:6][CH2:5]1. (2) Given the reactants [Cl:1][C:2]1[CH:8]=[CH:7][C:5]([NH2:6])=[C:4]([F:9])[CH:3]=1.Cl[C:11](=[O:16])[C:12]([O:14][CH3:15])=[O:13], predict the reaction product. The product is: [CH3:15][O:14][C:12](=[O:13])[C:11]([NH:6][C:5]1[CH:7]=[CH:8][C:2]([Cl:1])=[CH:3][C:4]=1[F:9])=[O:16]. (3) Given the reactants [Cl:1][C:2]1[CH:3]=[CH:4][C:5](I)=[C:6]([CH:14]=1)[C:7](N(CC)CC)=[O:8].C([Li])CCC.CCCCCC.[N:27]1[CH:32]=[CH:31][C:30]([C:33]2[S:34][C:35]3[CH2:41][CH2:40][CH2:39][C:38](=[O:42])[C:36]=3[CH:37]=2)=[CH:29][CH:28]=1, predict the reaction product. The product is: [Cl:1][C:2]1[CH:3]=[CH:4][C:5]2[C:38]3([O:42][C:7](=[O:8])[C:6]=2[CH:14]=1)[C:36]1[CH:37]=[C:33]([C:30]2[CH:31]=[CH:32][N:27]=[CH:28][CH:29]=2)[S:34][C:35]=1[CH2:41][CH2:40][CH2:39]3. (4) Given the reactants [Cl:1][C:2]1[CH:3]=[C:4]([C:8]2[N:13]=[C:12]([C:14]([OH:16])=O)[CH:11]=[CH:10][CH:9]=2)[CH:5]=[CH:6][CH:7]=1.[NH2:17][C@@H:18]([C:23]([CH3:26])([CH3:25])[CH3:24])[C:19]([NH:21][CH3:22])=[O:20], predict the reaction product. The product is: [Cl:1][C:2]1[CH:3]=[C:4]([C:8]2[N:13]=[C:12]([C:14]([NH:17][C@@H:18]([C:23]([CH3:26])([CH3:25])[CH3:24])[C:19]([NH:21][CH3:22])=[O:20])=[O:16])[CH:11]=[CH:10][CH:9]=2)[CH:5]=[CH:6][CH:7]=1.